From a dataset of Catalyst prediction with 721,799 reactions and 888 catalyst types from USPTO. Predict which catalyst facilitates the given reaction. (1) Reactant: [C:1]([O:5][C:6](=[O:17])[NH:7][C:8]1[CH:13]=[CH:12][CH:11]=[CH:10][C:9]=1[C:14](=O)[CH3:15])([CH3:4])([CH3:3])[CH3:2].[BH4-].[Na+].N1C=CC=CC=1.S(Cl)([Cl:28])=O. Product: [Cl:28][CH:14]([C:9]1[CH:10]=[CH:11][CH:12]=[CH:13][C:8]=1[NH:7][C:6](=[O:17])[O:5][C:1]([CH3:4])([CH3:3])[CH3:2])[CH3:15]. The catalyst class is: 5. (2) Reactant: [CH2:1]([O:8][CH:9]1[CH2:12][C:11]([CH3:14])([NH2:13])[CH2:10]1)[C:2]1[CH:7]=[CH:6][CH:5]=[CH:4][CH:3]=1.Cl[C:16](Cl)([O:18]C(=O)OC(Cl)(Cl)Cl)Cl.[Cl:27][C:28]1[CH:29]=[C:30]([C:35]2[C:43]([C:44]([NH2:46])=[O:45])=[C:38]3[CH2:39][NH:40][CH2:41][CH2:42][N:37]3[N:36]=2)[CH:31]=[CH:32][C:33]=1[F:34]. Product: [CH2:1]([O:8][CH:9]1[CH2:12][C:11]([NH:13][C:16]([N:40]2[CH2:41][CH2:42][N:37]3[N:36]=[C:35]([C:30]4[CH:31]=[CH:32][C:33]([F:34])=[C:28]([Cl:27])[CH:29]=4)[C:43]([C:44]([NH2:46])=[O:45])=[C:38]3[CH2:39]2)=[O:18])([CH3:14])[CH2:10]1)[C:2]1[CH:7]=[CH:6][CH:5]=[CH:4][CH:3]=1. The catalyst class is: 1. (3) Reactant: [N:1]1([C:7]([C:9]2[CH:34]=[CH:33][C:12]([O:13][C:14]3[N:19]=[CH:18][C:17]([NH:20][C:21](=[O:32])[C:22]4[CH:27]=[CH:26][C:25]([C:28]([F:31])([F:30])[F:29])=[CH:24][CH:23]=4)=[CH:16][CH:15]=3)=[CH:11][CH:10]=2)=[O:8])[CH2:6][CH2:5][NH:4][CH2:3][CH2:2]1.[O:35]1[CH:37]2[CH2:38][CH2:39][CH2:40][CH2:41][CH:36]12. The catalyst class is: 5. Product: [OH:35][C@H:36]1[CH2:41][CH2:40][CH2:39][CH2:38][C@@H:37]1[N:4]1[CH2:5][CH2:6][N:1]([C:7]([C:9]2[CH:10]=[CH:11][C:12]([O:13][C:14]3[N:19]=[CH:18][C:17]([NH:20][C:21](=[O:32])[C:22]4[CH:27]=[CH:26][C:25]([C:28]([F:29])([F:30])[F:31])=[CH:24][CH:23]=4)=[CH:16][CH:15]=3)=[CH:33][CH:34]=2)=[O:8])[CH2:2][CH2:3]1.